The task is: Binary Classification. Given a drug SMILES string, predict its activity (active/inactive) in a high-throughput screening assay against a specified biological target.. This data is from Serine/threonine kinase 33 screen with 319,792 compounds. (1) The compound is O(c1c(Cn2ncc([N+]([O-])=O)c2)cc(cc1)/C=N\NC(=O)c1cc([N+]([O-])=O)ccc1)C. The result is 0 (inactive). (2) The molecule is S(=O)(=O)(N1CCC(CC1)C(=O)NCc1sccc1)c1cc2oc(=O)n(c2cc1)C. The result is 0 (inactive). (3) The result is 1 (active). The drug is O(c1cc/2c(NC(=O)C2=C\c2[nH]cnc2)cc1)C. (4) The result is 0 (inactive). The drug is Clc1ccc(C2CC(=CC(=O)C2)c2ccc(cc2)C#N)cc1. (5) The result is 0 (inactive). The molecule is O(CC(=O)N(Cc1onc(n1)c1ccccc1)CC)c1cc(OC)ccc1.